Dataset: Full USPTO retrosynthesis dataset with 1.9M reactions from patents (1976-2016). Task: Predict the reactants needed to synthesize the given product. Given the product [F:19][C:12]1[CH:11]=[C:10]([CH:15]=[CH:14][C:13]=1[N+:16]([O-:18])=[O:17])[NH:8][C:6]1[CH:5]=[CH:4][N:3]=[C:2]([NH:25][C:23]([CH:20]2[CH2:22][CH2:21]2)=[O:24])[CH:7]=1, predict the reactants needed to synthesize it. The reactants are: Cl[C:2]1[CH:7]=[C:6]([N:8]([C:10]2[CH:15]=[CH:14][C:13]([N+:16]([O-:18])=[O:17])=[C:12]([F:19])[CH:11]=2)C)[CH:5]=[CH:4][N:3]=1.[CH:20]1([C:23]([NH2:25])=[O:24])[CH2:22][CH2:21]1.C([O-])([O-])=O.[Cs+].[Cs+].C1(P(C2C=CC=CC=2)C2C=CC3C(=CC=CC=3)C=2C2C3C(=CC=CC=3)C=CC=2P(C2C=CC=CC=2)C2C=CC=CC=2)C=CC=CC=1.